Dataset: Forward reaction prediction with 1.9M reactions from USPTO patents (1976-2016). Task: Predict the product of the given reaction. Given the reactants [F:1][C:2]1[CH:10]=[C:9]([F:11])[CH:8]=[C:7]([F:12])[C:3]=1C(O)=O.C1(P(N=[N+]=[N-])(C2C=CC=CC=2)=[O:20])C=CC=CC=1.C([N:32]([CH2:35]C)CC)C.[CH2:37]([NH:44][CH2:45][C:46]1[CH:51]=[CH:50][C:49]([C:52]2[CH:57]=[CH:56][CH:55]=[CH:54][C:53]=2[C:58]2[N:62]([C:63]([C:76]3[CH:81]=[CH:80][CH:79]=[CH:78][CH:77]=3)([C:70]3[CH:75]=[CH:74][CH:73]=[CH:72][CH:71]=3)[C:64]3[CH:69]=[CH:68][CH:67]=[CH:66][CH:65]=3)[N:61]=[N:60][N:59]=2)=[CH:48][CH:47]=1)[CH2:38][CH2:39][CH2:40][CH2:41][CH2:42][CH3:43], predict the reaction product. The product is: [CH2:37]([N:44]([CH2:45][C:46]1[CH:47]=[CH:48][C:49]([C:52]2[CH:57]=[CH:56][CH:55]=[CH:54][C:53]=2[C:58]2[N:62]([C:63]([C:64]3[CH:65]=[CH:66][CH:67]=[CH:68][CH:69]=3)([C:76]3[CH:77]=[CH:78][CH:79]=[CH:80][CH:81]=3)[C:70]3[CH:75]=[CH:74][CH:73]=[CH:72][CH:71]=3)[N:61]=[N:60][N:59]=2)=[CH:50][CH:51]=1)[C:35](=[O:20])[NH:32][C:3]1[C:7]([F:12])=[CH:8][C:9]([F:11])=[CH:10][C:2]=1[F:1])[CH2:38][CH2:39][CH2:40][CH2:41][CH2:42][CH3:43].